The task is: Predict the product of the given reaction.. This data is from Forward reaction prediction with 1.9M reactions from USPTO patents (1976-2016). (1) Given the reactants [CH2:1]([O:8][C:9]1[CH:15]=[CH:14][CH:13]=[CH:12][C:10]=1[NH2:11])[C:2]1[CH:7]=[CH:6][CH:5]=[CH:4][CH:3]=1.[C:16]1([O:22][C:23](Cl)=[O:24])[CH:21]=[CH:20][CH:19]=[CH:18][CH:17]=1, predict the reaction product. The product is: [C:2]1([CH2:1][O:8][C:9]2[CH:15]=[CH:14][CH:13]=[CH:12][C:10]=2[NH:11][C:23](=[O:24])[O:22][C:16]2[CH:21]=[CH:20][CH:19]=[CH:18][CH:17]=2)[CH:3]=[CH:4][CH:5]=[CH:6][CH:7]=1. (2) Given the reactants [CH2:1]([O:8][C:9]([NH:11][C@H:12]1[CH2:16][CH2:15][N:14]([C@H:17]2[CH2:22][CH2:21][C@@H:20]([N:23]([CH:25]([CH3:27])[CH3:26])[CH3:24])[CH2:19][C@H:18]2C(O)=O)[C:13]1=[O:31])=[O:10])[C:2]1[CH:7]=[CH:6][CH:5]=[CH:4][CH:3]=1.C[N:33]1[CH2:38]COCC1.C1C=CC(P(N=[N+]=[N-])(C2C=CC=CC=2)=[O:46])=CC=1.[CH3:56][Si:57]([CH3:62])([CH3:61])[CH2:58][CH2:59][OH:60], predict the reaction product. The product is: [CH2:1]([O:8][C:9]([NH:11][C@H:12]1[CH2:16][CH2:15][N:14]([C@H:17]2[CH2:22][CH2:21][C@@H:20]([N:23]([CH:25]([CH3:27])[CH3:26])[CH3:24])[CH2:19][C@H:18]2[NH:33][C:38](=[O:46])[O:60][CH2:59][CH2:58][Si:57]([CH3:62])([CH3:61])[CH3:56])[C:13]1=[O:31])=[O:10])[C:2]1[CH:7]=[CH:6][CH:5]=[CH:4][CH:3]=1. (3) Given the reactants [CH2:1]([N:8]1[CH2:13][CH2:12][CH:11]([C:14]2[CH:19]=[CH:18][CH:17]=[C:16]([F:20])[CH:15]=2)[CH:10]([OH:21])[CH2:9]1)[C:2]1[CH:7]=[CH:6][CH:5]=[CH:4][CH:3]=1.Br[CH2:23][C:24]1[CH:33]=[CH:32][C:31]2[C:26](=[CH:27][CH:28]=[CH:29][CH:30]=2)[CH:25]=1, predict the reaction product. The product is: [CH2:1]([N:8]1[CH2:13][CH2:12][CH:11]([C:14]2[CH:19]=[CH:18][CH:17]=[C:16]([F:20])[CH:15]=2)[CH:10]([O:21][CH2:23][C:24]2[CH:33]=[CH:32][C:31]3[C:26](=[CH:27][CH:28]=[CH:29][CH:30]=3)[CH:25]=2)[CH2:9]1)[C:2]1[CH:7]=[CH:6][CH:5]=[CH:4][CH:3]=1. (4) Given the reactants [CH2:1]([O:3][C:4](=[O:21])[CH:5]([CH2:9][C:10]1[CH:15]=[CH:14][N:13]=[C:12]([NH:16]C(=O)C)[C:11]=1[F:20])[C:6](=O)[CH3:7])[CH3:2].F[C:23](F)(F)[CH2:24][OH:25].[CH3:28][S:29]([OH:32])(=[O:31])=[O:30].[CH2:33](O)[CH3:34], predict the reaction product. The product is: [CH3:28][S:29]([OH:32])(=[O:31])=[O:30].[F:20][C:11]1[C:12]([NH2:16])=[N:13][CH:14]=[CH:15][C:10]=1[CH2:9][C:5]1[C:4](=[O:21])[O:3][C:1]2[CH:2]=[C:24]([OH:25])[CH:23]=[CH:34][C:33]=2[C:6]=1[CH3:7]. (5) Given the reactants [F:1][C:2]1[CH:3]=[C:4]([C:27]2[C:28]([C:33]#[N:34])=[CH:29][CH:30]=[CH:31][CH:32]=2)[CH:5]=[CH:6][C:7]=1[CH2:8][C:9]1[C:10](=[O:26])[N:11]([C@H:21]2[CH2:24][C@@H:23]([OH:25])[CH2:22]2)[C:12]2[N:13]([N:18]=[CH:19][N:20]=2)[C:14]=1[CH2:15][CH2:16][CH3:17].[N+](=[CH:37][C:38]([O:40][CH2:41][CH3:42])=[O:39])=[N-], predict the reaction product. The product is: [CH2:41]([O:40][C:38](=[O:39])[CH2:37][O:25][C@H:23]1[CH2:22][C@@H:21]([N:11]2[C:10](=[O:26])[C:9]([CH2:8][C:7]3[CH:6]=[CH:5][C:4]([C:27]4[CH:32]=[CH:31][CH:30]=[CH:29][C:28]=4[C:33]#[N:34])=[CH:3][C:2]=3[F:1])=[C:14]([CH2:15][CH2:16][CH3:17])[N:13]3[N:18]=[CH:19][N:20]=[C:12]23)[CH2:24]1)[CH3:42]. (6) The product is: [C:1]([O:4][CH2:5][CH2:6][C:7]1[CH:8]=[CH:9][C:10]([C:13]2[N:17]([C:18]3[CH:23]=[CH:22][C:21]([N:24]4[CH:31]=[CH:35][CH:34]=[CH:33]4)=[CH:20][CH:19]=3)[N:16]=[C:15]([C:25]([F:26])([F:28])[F:27])[CH:14]=2)=[CH:11][CH:12]=1)(=[O:3])[CH3:2]. Given the reactants [C:1]([O:4][CH2:5][CH2:6][C:7]1[CH:12]=[CH:11][C:10]([C:13]2[N:17]([C:18]3[CH:23]=[CH:22][C:21]([NH2:24])=[CH:20][CH:19]=3)[N:16]=[C:15]([C:25]([F:28])([F:27])[F:26])[CH:14]=2)=[CH:9][CH:8]=1)(=[O:3])[CH3:2].CO[CH:31]1[CH2:35][CH2:34][CH:33](OC)O1, predict the reaction product.